Dataset: Full USPTO retrosynthesis dataset with 1.9M reactions from patents (1976-2016). Task: Predict the reactants needed to synthesize the given product. (1) The reactants are: [C:1]([CH2:9][C:10](OCC)=[O:11])(=O)[C:2]1[CH:7]=[CH:6][CH:5]=[CH:4][CH:3]=1.[CH3:15][O:16][C:17]1[CH:22]=[CH:21][CH:20]=[C:19]([NH2:23])[CH:18]=1.Cl.O1CCOCC1. Given the product [C:2]1([C:1]2[CH:9]=[C:10]([OH:11])[C:20]3[C:19](=[CH:18][C:17]([O:16][CH3:15])=[CH:22][CH:21]=3)[N:23]=2)[CH:7]=[CH:6][CH:5]=[CH:4][CH:3]=1, predict the reactants needed to synthesize it. (2) Given the product [C:13]([NH:1][CH2:2][CH2:3][CH2:4][CH2:5][CH2:6][CH2:7][CH2:8][C:9]([OH:11])=[O:10])([O:15][C:16]([CH3:19])([CH3:18])[CH3:17])=[O:12], predict the reactants needed to synthesize it. The reactants are: [NH2:1][CH2:2][CH2:3][CH2:4][CH2:5][CH2:6][CH2:7][CH2:8][C:9]([OH:11])=[O:10].[O:12](C(OC(C)(C)C)=O)[C:13]([O:15][C:16]([CH3:19])([CH3:18])[CH3:17])=O.C(N(CC)CC)C. (3) The reactants are: [C:1]([O:5][C:6](=[O:24])[C@@H:7]([NH:13]C(OCC1C=CC=CC=1)=O)[CH2:8][CH2:9][C:10]([OH:12])=[O:11])([CH3:4])([CH3:3])[CH3:2].C(OCC)(=O)C. Given the product [C:1]([O:5][C:6](=[O:24])[C@@H:7]([NH2:13])[CH2:8][CH2:9][C:10]([OH:12])=[O:11])([CH3:4])([CH3:2])[CH3:3], predict the reactants needed to synthesize it. (4) Given the product [OH:7][C@H:4]([CH2:5][OH:6])[CH2:3][NH:2][C:15](=[O:16])[O:17][C:18]([CH3:21])([CH3:20])[CH3:19], predict the reactants needed to synthesize it. The reactants are: Cl.[NH2:2][CH2:3][C@H:4]([OH:7])[CH2:5][OH:6].C(N(CC)CC)C.[C:15](O[C:15]([O:17][C:18]([CH3:21])([CH3:20])[CH3:19])=[O:16])([O:17][C:18]([CH3:21])([CH3:20])[CH3:19])=[O:16]. (5) Given the product [CH2:1]([O:3][C:4](=[O:25])[CH:5]([NH:21][C:22](=[O:24])[CH3:23])[CH2:11][C:12]1[C:20]2[C:15](=[CH:16][N:17]=[CH:18][CH:19]=2)[NH:14][CH:13]=1)[CH3:2], predict the reactants needed to synthesize it. The reactants are: [CH2:1]([O:3][C:4](=[O:25])[C:5]([NH:21][C:22](=[O:24])[CH3:23])([CH2:11][C:12]1[C:20]2[C:15](=[CH:16][N:17]=[CH:18][CH:19]=2)[NH:14][CH:13]=1)C(OCC)=O)[CH3:2].[OH-].[K+].Cl. (6) Given the product [C:19]([O:11][C:8]([CH:2]1[CH2:3][CH:4]2[O:7][CH:1]1[CH2:6][CH2:5]2)([CH3:9])[CH3:10])(=[O:22])[CH:20]=[CH2:21], predict the reactants needed to synthesize it. The reactants are: [CH:1]12[O:7][CH:4]([CH2:5][CH2:6]1)[CH2:3][CH:2]2[C:8]([OH:11])([CH3:10])[CH3:9].C(N(CC)CC)C.[C:19](Cl)(=[O:22])[CH:20]=[CH2:21].O. (7) Given the product [C:1]([C:3]([C:9]1[CH2:14][CH2:13][CH2:12][CH2:11][CH:10]=1)([CH3:15])[C:4]([O:6][CH2:7][CH3:8])=[O:5])#[N:2], predict the reactants needed to synthesize it. The reactants are: [C:1]([C:3](=[C:9]1[CH2:14][CH2:13][CH2:12][CH2:11][CH2:10]1)[C:4]([O:6][CH2:7][CH3:8])=[O:5])#[N:2].[CH3:15]C([O-])(C)C.[K+].CI. (8) The reactants are: [N:1]1([CH:8]2[CH2:13][CH2:12][NH:11][CH2:10][CH2:9]2)[CH2:6][CH2:5][CH2:4][CH:3]([OH:7])[CH2:2]1.F[C:15]1[CH:20]=[CH:19][C:18]([N+:21]([O-:23])=[O:22])=[CH:17][CH:16]=1. Given the product [N+:21]([C:18]1[CH:19]=[CH:20][C:15]([N:11]2[CH2:12][CH2:13][CH:8]([N:1]3[CH2:6][CH2:5][CH2:4][CH:3]([OH:7])[CH2:2]3)[CH2:9][CH2:10]2)=[CH:16][CH:17]=1)([O-:23])=[O:22], predict the reactants needed to synthesize it. (9) The reactants are: [CH3:1][N:2]1[CH2:7][CH2:6][CH:5]([NH:8][C:9]([C:11]2[C:19]3[O:18][CH2:17][O:16][C:15]=3[C:14]([N+:20]([O-])=O)=[CH:13][CH:12]=2)=[O:10])[CH2:4][CH2:3]1. Given the product [NH2:20][C:14]1[C:15]2[O:16][CH2:17][O:18][C:19]=2[C:11]([C:9]([NH:8][CH:5]2[CH2:6][CH2:7][N:2]([CH3:1])[CH2:3][CH2:4]2)=[O:10])=[CH:12][CH:13]=1, predict the reactants needed to synthesize it. (10) Given the product [NH2:10][C:9]1[CH:8]=[C:5]([CH:4]=[C:3]([CH3:13])[C:2]=1[NH2:1])[C:6]#[N:7], predict the reactants needed to synthesize it. The reactants are: [NH2:1][C:2]1[C:9]([N+:10]([O-])=O)=[CH:8][C:5]([C:6]#[N:7])=[CH:4][C:3]=1[CH3:13].O.O.[Sn](Cl)(Cl)(Cl)Cl.